This data is from Forward reaction prediction with 1.9M reactions from USPTO patents (1976-2016). The task is: Predict the product of the given reaction. (1) Given the reactants C([N:4]1[CH:8]=[CH:7][N:6]=[C:5]1[C:9]1[S:13][C:12]([C:14]2[CH:19]=[CH:18][N:17]=[C:16]([NH:20][C:21](=[O:23])[CH3:22])[CH:15]=2)=[N:11][C:10]=1[C:24]1[CH:29]=[CH:28][C:27]([Cl:30])=[CH:26][C:25]=1[Cl:31])C=C.C1([SiH3])C=CC=CC=1, predict the reaction product. The product is: [Cl:31][C:25]1[CH:26]=[C:27]([Cl:30])[CH:28]=[CH:29][C:24]=1[C:10]1[N:11]=[C:12]([C:14]2[CH:19]=[CH:18][N:17]=[C:16]([NH:20][C:21](=[O:23])[CH3:22])[CH:15]=2)[S:13][C:9]=1[C:5]1[NH:4][CH:8]=[CH:7][N:6]=1. (2) Given the reactants C(Cl)(=O)C(Cl)=O.[CH3:7][C:8]1[C:12]([C:13]([OH:15])=O)=[CH:11][O:10][N:9]=1.[Cl:16][C:17]1[CH:18]=[CH:19][C:20]([O:31][C:32]([F:35])([F:34])[F:33])=[C:21]([C:23]2[C:24]([NH2:30])=[N:25][C:26]([NH2:29])=[CH:27][N:28]=2)[CH:22]=1.N1C(C)=CC=CC=1C, predict the reaction product. The product is: [NH2:30][C:24]1[N:25]=[C:26]([NH:29][C:13]([C:12]2[C:8]([CH3:7])=[N:9][O:10][CH:11]=2)=[O:15])[CH:27]=[N:28][C:23]=1[C:21]1[CH:22]=[C:17]([Cl:16])[CH:18]=[CH:19][C:20]=1[O:31][C:32]([F:34])([F:35])[F:33]. (3) Given the reactants C[O:2][C:3]1[CH:8]=[CH:7][C:6]([NH:9][C:10](=[O:12])[CH3:11])=[CH:5][C:4]=1[C:13]1[N:14]([CH3:18])[N:15]=[CH:16][CH:17]=1.[Cl-].[Al+3].[Cl-].[Cl-].C(OCC)(=O)C, predict the reaction product. The product is: [OH:2][C:3]1[CH:8]=[CH:7][C:6]([NH:9][C:10](=[O:12])[CH3:11])=[CH:5][C:4]=1[C:13]1[N:14]([CH3:18])[N:15]=[CH:16][CH:17]=1.